This data is from Full USPTO retrosynthesis dataset with 1.9M reactions from patents (1976-2016). The task is: Predict the reactants needed to synthesize the given product. (1) Given the product [NH:30]1[CH2:31][CH2:32][CH:27]([N:3]2[C:2](=[O:1])[C:6]3=[CH:7][N:8]([CH2:15][C:16]4[CH:21]=[CH:20][C:19]([N:22]5[CH:26]=[CH:25][CH:24]=[N:23]5)=[CH:18][CH:17]=4)[C:9]4[CH:10]=[CH:11][CH:12]=[CH:13][C:14]=4[C:5]3=[N:4]2)[CH2:28][CH2:29]1, predict the reactants needed to synthesize it. The reactants are: [O:1]=[C:2]1[C:6]2=[CH:7][N:8]([CH2:15][C:16]3[CH:21]=[CH:20][C:19]([N:22]4[CH:26]=[CH:25][CH:24]=[N:23]4)=[CH:18][CH:17]=3)[C:9]3[CH:10]=[CH:11][CH:12]=[CH:13][C:14]=3[C:5]2=[N:4][N:3]1[CH:27]1[CH2:32][CH2:31][N:30](C(OCC2C=CC=CC=2)=O)[CH2:29][CH2:28]1. (2) Given the product [C:1]([C:3]1[C:7]([CH2:8][NH:9][C:10]([C@@H:12]2[CH2:16][C@@H:15]([F:17])[CH2:14][NH:13]2)=[O:11])=[CH:6][N:5]([C:25]2[CH:30]=[CH:29][C:28]([C:31]([F:33])([F:34])[F:32])=[CH:27][CH:26]=2)[N:4]=1)#[N:2], predict the reactants needed to synthesize it. The reactants are: [C:1]([C:3]1[C:7]([CH2:8][NH:9][C:10]([C@@H:12]2[CH2:16][C@@H:15]([F:17])[CH2:14][N:13]2C(OC(C)(C)C)=O)=[O:11])=[CH:6][N:5]([C:25]2[CH:30]=[CH:29][C:28]([C:31]([F:34])([F:33])[F:32])=[CH:27][CH:26]=2)[N:4]=1)#[N:2].